This data is from HIV replication inhibition screening data with 41,000+ compounds from the AIDS Antiviral Screen. The task is: Binary Classification. Given a drug SMILES string, predict its activity (active/inactive) in a high-throughput screening assay against a specified biological target. (1) The compound is CC(C)C(NC(=O)C1CCCN1C(=O)OCc1ccccc1)C(=O)O. The result is 0 (inactive). (2) The compound is CC1=NN(c2ccccc2)C(=O)C1N=Nc1ccc(S(N)(=O)=O)cc1. The result is 0 (inactive). (3) The drug is O=C(Cc1ccccc1)NN1C(=O)C(Cl)C1c1ccccc1. The result is 0 (inactive). (4) The compound is CC(=O)ONC(=O)CSc1nn2cc(-c3ccccc3)nc2s1. The result is 0 (inactive). (5) The molecule is CC1=NC(C)(CO)CO1. The result is 0 (inactive). (6) The molecule is CCc1cc2c(oc3cc(C)ccc32)c(=O)n1C. The result is 0 (inactive). (7) The drug is O=C1C=C(C(O)CCO)C(=O)c2c(O)ccc(O)c21. The result is 0 (inactive). (8) The compound is Cc1occc1C(=S)Nc1ccc(Cl)c(C=NOC(C)(C)C)c1. The result is 1 (active).